This data is from Experimentally validated miRNA-target interactions with 360,000+ pairs, plus equal number of negative samples. The task is: Binary Classification. Given a miRNA mature sequence and a target amino acid sequence, predict their likelihood of interaction. (1) The miRNA is hcmv-miR-UL112-3p with sequence AAGUGACGGUGAGAUCCAGGCU. The protein sequence of the target gene is MASNVTNKMDPHSMNSRVFIGNLNTLVVKKSDVEAIFSKYGKIAGCSVHKGFAFVQYDKEKNARAAVAGEDGRMIASQVVDINLAAEPKVNRGNAGVKRSAAEMYGSSFDLDYGFQRDYYDGMYSFPARVPPPPPIALAVVPSKRQRLSGNTSRRGKSGFNSKSGKRGSSKSGKLKGDDLQAIKQELTQIKQKVDSLLENLEKIEKEQSKQEVEVKNAKSEEEQSSSSMKKDETHVKMESEGGAEDSAEEGDPLDDDVNEDQGDDQLELIKDDEKEAEEGEDDRDSTNGQDDS. Result: 0 (no interaction). (2) The miRNA is mmu-miR-7b-5p with sequence UGGAAGACUUGUGAUUUUGUUGUU. The protein sequence of the target gene is MAARAGFQSVAPSGGAGASGGAGVAAALGPGGTPGPPVRMGPAPGQGLYRSPMPGAAYPRPGMLPGSRMTPQGPSMGPPGYGGNPSVRPGLAQSGMDQSRKRPAPQQIQQVQQQAVQNRNHNAKKKKMADKILPQRIRELVPESQAYMDLLAFERKLDQTIMRKRLDIQEALKRPIKQKRKLRIFISNTFNPAKSDAEDGEGTVASWELRVEGRLLEDAALSKYDATKQKRKFSSFFKSLVIELDKDLYGPDNHLVEWHRTATTQETDGFQVKRPGDVNVRCTVLLMLDYQPPQFKLDPR.... Result: 1 (interaction). (3) The miRNA is gga-miR-103-3p with sequence AGCAGCAUUGUACAGGGCUAUGA. The protein sequence of the target gene is MGKQNSKLRPEVMQDLLESTDFTEHEIQEWYKGFLRDCPSGHLSMEEFKKIYGNFFPYGDASKFAEHVFRTFDANGDGTIDFREFIIALSVTSRGKLEQKLKWAFSMYDLDGNGYISKAEMLEIVQAIYKMVSSVMKMPEDESTPEKRTEKIFRQMDTNRDGKLSLEEFIRGAKSDPSIVRLLQCDPSSAGQF. Result: 0 (no interaction). (4) The miRNA is hsa-miR-144-3p with sequence UACAGUAUAGAUGAUGUACU. The protein sequence of the target gene is MKPTQAQMAPAMDSREMVSPAVDLVLGASACCLACVFTNPLEVVKTRLQLQGELQAPGTYPRPYRGFVSSVAAVARADGLWGLQKGLAAGLLYQGLMNGVRFYCYSLACQAGLTQQPGGTVVAGAAAGALGAFVGSPAYLVKTQLQAQTVATMAVGHQHQHQGVLSALETIWRQQGMLGLWRGVGGAVPRVTVGSAAQLATFTSAKAWVQDRQWFLEDSWLVTLAGGMISSIAVVAVMTPLDVVSTRLYNQPVDRAGRGQLYGGLADCLVKTCQQEGPLALYKGLGPAYLRLGPHTILSM.... Result: 0 (no interaction). (5) The protein sequence of the target gene is MEAPRSAPRERERARTTSGSDQVHSWILVTSQVLSAAWRIARAFVMTTLSPLSATFSYFRSLYLYLGHQLKWWIGYLQRKFKRNLSVEAEVDLLSYCAREWKGEAPRARLMRKAYEELFWRHHIKCVRAVKRDNYDALRSVLFQIFSQGLSFPSWMKEKDIVKLPEKLLFSQGCNWIQQYSFGPEKYTGSNVFGKLRKCVELLKLQWTEFSGMRDHHKRGSMCNSLFSDAILECKLYEALKFLMLYQVTEAYEQMKTNKVIPSLFRLLFSRESSPDPLSFMMNHLNSIGDTCGLDQIDMF.... The miRNA is hsa-miR-548an with sequence AAAAGGCAUUGUGGUUUUUG. Result: 0 (no interaction).